The task is: Predict which catalyst facilitates the given reaction.. This data is from Catalyst prediction with 721,799 reactions and 888 catalyst types from USPTO. Reactant: [Br:1][C:2]1[C:3]2[N:10]([C:11]3[CH:16]=[CH:15][C:14]([O:17]C)=[CH:13][CH:12]=3)[C:9]([C:19]3[C:20]([NH2:24])=[N:21][O:22][N:23]=3)=[N:8][C:4]=2[CH:5]=[N:6][CH:7]=1.B(Br)(Br)Br. Product: [NH2:24][C:20]1[C:19]([C:9]2[N:10]([C:11]3[CH:16]=[CH:15][C:14]([OH:17])=[CH:13][CH:12]=3)[C:3]3[C:2]([Br:1])=[CH:7][N:6]=[CH:5][C:4]=3[N:8]=2)=[N:23][O:22][N:21]=1. The catalyst class is: 4.